The task is: Regression. Given two drug SMILES strings and cell line genomic features, predict the synergy score measuring deviation from expected non-interaction effect.. This data is from Merck oncology drug combination screen with 23,052 pairs across 39 cell lines. (1) Drug 1: CS(=O)(=O)CCNCc1ccc(-c2ccc3ncnc(Nc4ccc(OCc5cccc(F)c5)c(Cl)c4)c3c2)o1. Drug 2: O=C(O)C1(Cc2cccc(Nc3nccs3)n2)CCC(Oc2cccc(Cl)c2F)CC1. Cell line: HCT116. Synergy scores: synergy=10.6. (2) Drug 1: C=CCn1c(=O)c2cnc(Nc3ccc(N4CCN(C)CC4)cc3)nc2n1-c1cccc(C(C)(C)O)n1. Drug 2: COC1CC2CCC(C)C(O)(O2)C(=O)C(=O)N2CCCCC2C(=O)OC(C(C)CC2CCC(OP(C)(C)=O)C(OC)C2)CC(=O)C(C)C=C(C)C(O)C(OC)C(=O)C(C)CC(C)C=CC=CC=C1C. Cell line: RKO. Synergy scores: synergy=29.0. (3) Drug 1: O=C(O)C1(Cc2cccc(Nc3nccs3)n2)CCC(Oc2cccc(Cl)c2F)CC1. Cell line: MSTO. Synergy scores: synergy=26.8. Drug 2: COC1CC2CCC(C)C(O)(O2)C(=O)C(=O)N2CCCCC2C(=O)OC(C(C)CC2CCC(OP(C)(C)=O)C(OC)C2)CC(=O)C(C)C=C(C)C(O)C(OC)C(=O)C(C)CC(C)C=CC=CC=C1C. (4) Drug 1: Nc1ccn(C2OC(CO)C(O)C2(F)F)c(=O)n1. Drug 2: C#Cc1cccc(Nc2ncnc3cc(OCCOC)c(OCCOC)cc23)c1. Cell line: COLO320DM. Synergy scores: synergy=4.98. (5) Drug 1: CCC1(O)CC2CN(CCc3c([nH]c4ccccc34)C(C(=O)OC)(c3cc4c(cc3OC)N(C)C3C(O)(C(=O)OC)C(OC(C)=O)C5(CC)C=CCN6CCC43C65)C2)C1. Drug 2: NC(=O)c1cccc2cn(-c3ccc(C4CCCNC4)cc3)nc12. Cell line: MDAMB436. Synergy scores: synergy=-1.83. (6) Drug 1: COC1CC2CCC(C)C(O)(O2)C(=O)C(=O)N2CCCCC2C(=O)OC(C(C)CC2CCC(OP(C)(C)=O)C(OC)C2)CC(=O)C(C)C=C(C)C(O)C(OC)C(=O)C(C)CC(C)C=CC=CC=C1C. Drug 2: CCC1(O)C(=O)OCc2c1cc1n(c2=O)Cc2cc3c(CN(C)C)c(O)ccc3nc2-1. Cell line: SKOV3. Synergy scores: synergy=32.9. (7) Drug 1: COc1cc(C2c3cc4c(cc3C(OC3OC5COC(C)OC5C(O)C3O)C3COC(=O)C23)OCO4)cc(OC)c1O. Drug 2: CC1(c2nc3c(C(N)=O)cccc3[nH]2)CCCN1. Cell line: HT29. Synergy scores: synergy=8.85. (8) Drug 1: O=C(NOCC(O)CO)c1ccc(F)c(F)c1Nc1ccc(I)cc1F. Drug 2: CNC(=O)c1cc(Oc2ccc(NC(=O)Nc3ccc(Cl)c(C(F)(F)F)c3)cc2)ccn1. Cell line: SW620. Synergy scores: synergy=11.3.